This data is from Catalyst prediction with 721,799 reactions and 888 catalyst types from USPTO. The task is: Predict which catalyst facilitates the given reaction. (1) Reactant: [F:1][C:2]1[CH:3]=[N:4][C:5]([C@@H:8]([NH:10]S([C@H](C)CC)=O)[CH3:9])=[N:6][CH:7]=1.[ClH:17]. Product: [ClH:17].[F:1][C:2]1[CH:3]=[N:4][C:5]([C@@H:8]([NH2:10])[CH3:9])=[N:6][CH:7]=1. The catalyst class is: 12. (2) Reactant: [CH3:1][C:2]1[CH:3]=[CH:4][C:5]2[O:9][N:8]([C:10]([C:23]3[CH:28]=[CH:27][CH:26]=[CH:25][CH:24]=3)([C:17]3[CH:22]=[CH:21][CH:20]=[CH:19][CH:18]=3)[C:11]3[CH:16]=[CH:15][CH:14]=[CH:13][CH:12]=3)[C:7](=[O:29])[C:6]=2[CH:30]=1.C1C(=O)N([Br:38])C(=O)C1.O. Product: [Br:38][CH2:1][C:2]1[CH:3]=[CH:4][C:5]2[O:9][N:8]([C:10]([C:17]3[CH:22]=[CH:21][CH:20]=[CH:19][CH:18]=3)([C:23]3[CH:24]=[CH:25][CH:26]=[CH:27][CH:28]=3)[C:11]3[CH:16]=[CH:15][CH:14]=[CH:13][CH:12]=3)[C:7](=[O:29])[C:6]=2[CH:30]=1. The catalyst class is: 2. (3) Reactant: C[O:2][C:3](=[O:18])[CH:4]=[CH:5][C:6]1[CH:11]=[CH:10][C:9]([F:12])=[CH:8][C:7]=1[NH:13][CH2:14][CH2:15][CH2:16][CH3:17].[Li+].[OH-]. Product: [F:12][C:9]1[CH:10]=[CH:11][C:6]([CH:5]=[CH:4][C:3]([OH:18])=[O:2])=[C:7]([NH:13][CH2:14][CH2:15][CH2:16][CH3:17])[CH:8]=1. The catalyst class is: 36. (4) Reactant: [CH3:1][N:2]([CH3:11])[S:3]([N:6]1[CH:10]=[CH:9][CH:8]=[N:7]1)(=[O:5])=[O:4].C([Li])CCC.[Br:17]C(Cl)(Cl)C(Br)(Cl)Cl.O. Product: [Br:17][C:10]1[N:6]([S:3]([N:2]([CH3:11])[CH3:1])(=[O:4])=[O:5])[N:7]=[CH:8][CH:9]=1. The catalyst class is: 392. (5) Reactant: [F:1][C:2]([F:16])([O:6][C:7]1[CH:8]=[C:9]([CH:13]=[CH:14][CH:15]=1)[C:10]([OH:12])=O)[CH:3]([F:5])[F:4].C(Cl)(=O)C(Cl)=O.O1CCCC1.[NH2:28][C:29]1[CH:30]=[C:31]([CH:48]=[CH:49][CH:50]=1)[O:32][C:33]1[CH:34]=[CH:35][C:36]2[N:37]([CH:39]=[C:40]([NH:42][C:43]([CH:45]3[CH2:47][CH2:46]3)=[O:44])[N:41]=2)[N:38]=1. Product: [CH:45]1([C:43]([NH:42][C:40]2[N:41]=[C:36]3[CH:35]=[CH:34][C:33]([O:32][C:31]4[CH:30]=[C:29]([NH:28][C:10](=[O:12])[C:9]5[CH:13]=[CH:14][CH:15]=[C:7]([O:6][C:2]([F:1])([F:16])[CH:3]([F:4])[F:5])[CH:8]=5)[CH:50]=[CH:49][CH:48]=4)=[N:38][N:37]3[CH:39]=2)=[O:44])[CH2:46][CH2:47]1. The catalyst class is: 637. (6) Reactant: [Cl:1][C:2]1[CH:3]=[C:4]([NH:16][C:17]2[C:18]3[N:25]([CH2:26][CH2:27][NH:28][C:29](=[O:37])[C:30]([CH3:36])([S:32]([CH3:35])(=[O:34])=[O:33])[CH3:31])[CH:24]=[CH:23][C:19]=3[N:20]=[CH:21][N:22]=2)[CH:5]=[CH:6][C:7]=1[O:8][C:9]1[CH:14]=[CH:13][CH:12]=[C:11]([Cl:15])[CH:10]=1.Cl.C(OCC)(=O)C. Product: [ClH:1].[Cl:1][C:2]1[CH:3]=[C:4]([NH:16][C:17]2[C:18]3[N:25]([CH2:26][CH2:27][NH:28][C:29](=[O:37])[C:30]([CH3:31])([S:32]([CH3:35])(=[O:33])=[O:34])[CH3:36])[CH:24]=[CH:23][C:19]=3[N:20]=[CH:21][N:22]=2)[CH:5]=[CH:6][C:7]=1[O:8][C:9]1[CH:14]=[CH:13][CH:12]=[C:11]([Cl:15])[CH:10]=1. The catalyst class is: 21.